Task: Regression. Given two drug SMILES strings and cell line genomic features, predict the synergy score measuring deviation from expected non-interaction effect.. Dataset: NCI-60 drug combinations with 297,098 pairs across 59 cell lines (1) Drug 1: CC12CCC3C(C1CCC2O)C(CC4=C3C=CC(=C4)O)CCCCCCCCCS(=O)CCCC(C(F)(F)F)(F)F. Drug 2: CC12CCC3C(C1CCC2OP(=O)(O)O)CCC4=C3C=CC(=C4)OC(=O)N(CCCl)CCCl.[Na+]. Cell line: NCI-H460. Synergy scores: CSS=17.9, Synergy_ZIP=-2.19, Synergy_Bliss=3.22, Synergy_Loewe=-0.649, Synergy_HSA=-0.666. (2) Drug 1: CC(C)(C#N)C1=CC(=CC(=C1)CN2C=NC=N2)C(C)(C)C#N. Drug 2: CC=C1C(=O)NC(C(=O)OC2CC(=O)NC(C(=O)NC(CSSCCC=C2)C(=O)N1)C(C)C)C(C)C. Cell line: SK-MEL-28. Synergy scores: CSS=17.0, Synergy_ZIP=3.30, Synergy_Bliss=4.40, Synergy_Loewe=-48.2, Synergy_HSA=-3.89. (3) Drug 1: C#CCC(CC1=CN=C2C(=N1)C(=NC(=N2)N)N)C3=CC=C(C=C3)C(=O)NC(CCC(=O)O)C(=O)O. Drug 2: CC(C)CN1C=NC2=C1C3=CC=CC=C3N=C2N. Cell line: K-562. Synergy scores: CSS=-2.75, Synergy_ZIP=3.43, Synergy_Bliss=1.51, Synergy_Loewe=-2.41, Synergy_HSA=-3.94.